From a dataset of Catalyst prediction with 721,799 reactions and 888 catalyst types from USPTO. Predict which catalyst facilitates the given reaction. (1) Reactant: Cl[CH2:2][C:3]([O:5][CH2:6][CH2:7][NH:8][C:9]([C:11]1[N:12]([CH2:28][C:29]2[CH:34]=[CH:33][C:32]([C:35]([F:38])([F:37])[F:36])=[CH:31][CH:30]=2)[CH:13]=[C:14]([NH:16][C:17]([NH:19][C:20]2[CH:25]=[CH:24][C:23]([Cl:26])=[CH:22][C:21]=2[CH3:27])=[O:18])[N:15]=1)=[O:10])=[O:4].[CH3:39][NH:40][CH3:41]. Product: [CH3:39][N:40]([CH3:41])[CH2:2][C:3]([O:5][CH2:6][CH2:7][NH:8][C:9]([C:11]1[N:12]([CH2:28][C:29]2[CH:30]=[CH:31][C:32]([C:35]([F:37])([F:38])[F:36])=[CH:33][CH:34]=2)[CH:13]=[C:14]([NH:16][C:17]([NH:19][C:20]2[CH:25]=[CH:24][C:23]([Cl:26])=[CH:22][C:21]=2[CH3:27])=[O:18])[N:15]=1)=[O:10])=[O:4]. The catalyst class is: 1. (2) Reactant: [C:1]1([C:7]2[O:8][C:9]([C:15]([F:18])([F:17])[F:16])=[C:10]([C:12]([OH:14])=O)[N:11]=2)[CH:6]=[CH:5][CH:4]=[CH:3][CH:2]=1.[C:19]([O:23][C:24]([N:26]1[CH2:31][CH2:30][N:29]([C:32]2[CH:37]=[CH:36][C:35]([NH2:38])=[CH:34][CH:33]=2)[CH2:28][CH2:27]1)=[O:25])([CH3:22])([CH3:21])[CH3:20].C(N(CC)CC)C.F[P-](F)(F)(F)(F)F.N1(O[P+](N(C)C)(N(C)C)N(C)C)C2C=CC=CC=2N=N1. Product: [C:19]([O:23][C:24]([N:26]1[CH2:31][CH2:30][N:29]([C:32]2[CH:33]=[CH:34][C:35]([NH:38][C:12]([C:10]3[N:11]=[C:7]([C:1]4[CH:2]=[CH:3][CH:4]=[CH:5][CH:6]=4)[O:8][C:9]=3[C:15]([F:18])([F:17])[F:16])=[O:14])=[CH:36][CH:37]=2)[CH2:28][CH2:27]1)=[O:25])([CH3:22])([CH3:20])[CH3:21]. The catalyst class is: 435.